Predict the reactants needed to synthesize the given product. From a dataset of Full USPTO retrosynthesis dataset with 1.9M reactions from patents (1976-2016). Given the product [CH2:1]([O:3][C:4]([C:6]1[CH:7]=[C:8]2[N:13]([C:14]=1[C:15]1[CH:20]=[CH:19][C:18]([F:21])=[CH:17][CH:16]=1)[CH:12]=[CH:11][C:10]([CH2:22][N:36]1[N:35]=[C:34]([C:30]([OH:33])([C:29]([F:28])([F:39])[F:40])[CH2:31][CH3:32])[CH:38]=[N:37]1)=[CH:9]2)=[O:5])[CH3:2], predict the reactants needed to synthesize it. The reactants are: [CH2:1]([O:3][C:4]([C:6]1[CH:7]=[C:8]2[N:13]([C:14]=1[C:15]1[CH:20]=[CH:19][C:18]([F:21])=[CH:17][CH:16]=1)[CH:12]=[CH:11][C:10]([CH2:22]OS(C)(=O)=O)=[CH:9]2)=[O:5])[CH3:2].[F:28][C:29]([F:40])([F:39])[C:30]([C:34]1[CH:38]=[N:37][NH:36][N:35]=1)([OH:33])[CH2:31][CH3:32].